Predict the product of the given reaction. From a dataset of Forward reaction prediction with 1.9M reactions from USPTO patents (1976-2016). (1) The product is: [Br-:7].[CH2:8]([N+:4]1[CH:5]=[CH:6][N:2]([CH3:1])[CH:3]=1)[CH2:9][CH2:10][CH2:11][CH2:12][CH3:13]. Given the reactants [CH3:1][N:2]1[CH:6]=[CH:5][N:4]=[CH:3]1.[Br:7][CH2:8][CH2:9][CH2:10][CH2:11][CH2:12][CH3:13], predict the reaction product. (2) Given the reactants [Cl:1][C:2]1[CH:3]=[C:4]([CH:25]=[CH:26][CH:27]=1)[CH2:5][NH:6][C:7]([C:9]1O[CH:11]=[C:12]([Br:24])[C:13](=[O:23])[C:14]=1[O:15][CH2:16][C:17]1[CH:22]=[CH:21][CH:20]=[CH:19][CH:18]=1)=[O:8].C(O)C.[CH3:31][O:32][CH:33]([O:36][CH3:37])[CH2:34][NH2:35], predict the reaction product. The product is: [Cl:1][C:2]1[CH:3]=[C:4]([CH:25]=[CH:26][CH:27]=1)[CH2:5][NH:6][C:7]([C:9]1[N:35]([CH2:34][CH:33]([O:36][CH3:37])[O:32][CH3:31])[CH:11]=[C:12]([Br:24])[C:13](=[O:23])[C:14]=1[O:15][CH2:16][C:17]1[CH:18]=[CH:19][CH:20]=[CH:21][CH:22]=1)=[O:8]. (3) Given the reactants [NH2:1][C:2]1[CH:3]=[C:4]([CH:33]=[CH:34][CH:35]=1)[O:5][C:6]1[C:7]2[CH:32]=[CH:31][NH:30][C:8]=2[N:9]=[C:10]([NH:12][C:13]2[CH:18]=[CH:17][C:16]([N:19]([C@H:21]3[CH2:25][CH2:24][N:23]([CH2:26][CH2:27][O:28][CH3:29])[CH2:22]3)[CH3:20])=[CH:15][CH:14]=2)[N:11]=1.CCN(C(C)C)C(C)C.[C:45](Cl)(=[O:48])[CH:46]=[CH2:47].C([O-])([O-])=O.[Na+].[Na+], predict the reaction product. The product is: [CH3:29][O:28][CH2:27][CH2:26][N:23]1[CH2:24][CH2:25][C@H:21]([N:19]([CH3:20])[C:16]2[CH:17]=[CH:18][C:13]([NH:12][C:10]3[N:11]=[C:6]([O:5][C:4]4[CH:3]=[C:2]([NH:1][C:45](=[O:48])[CH:46]=[CH2:47])[CH:35]=[CH:34][CH:33]=4)[C:7]4[CH:32]=[CH:31][NH:30][C:8]=4[N:9]=3)=[CH:14][CH:15]=2)[CH2:22]1. (4) The product is: [CH3:1][C:2]1[N:3]([C:8]2[CH:12]=[C:11]([C:13]([O:16][CH3:21])([CH3:14])[CH3:15])[N:10]([CH3:17])[N:9]=2)[C:4]([CH3:7])=[CH:5][CH:6]=1. Given the reactants [CH3:1][C:2]1[N:3]([C:8]2[CH:12]=[C:11]([C:13]([OH:16])([CH3:15])[CH3:14])[N:10]([CH3:17])[N:9]=2)[C:4]([CH3:7])=[CH:5][CH:6]=1.[H-].[Na+].I[CH3:21].O, predict the reaction product. (5) Given the reactants [CH:1]1([CH:7]([C:9]2[S:10][C:11]([C:15]3[CH:20]=[CH:19][CH:18]=[CH:17][CH:16]=3)=[CH:12][C:13]=2[CH3:14])O)[CH2:6][CH2:5][CH2:4][CH2:3][CH2:2]1.S(Cl)([Cl:23])=O, predict the reaction product. The product is: [Cl:23][CH:7]([CH:1]1[CH2:6][CH2:5][CH2:4][CH2:3][CH2:2]1)[C:9]1[S:10][C:11]([C:15]2[CH:20]=[CH:19][CH:18]=[CH:17][CH:16]=2)=[CH:12][C:13]=1[CH3:14]. (6) Given the reactants [OH:1][CH:2]1[CH2:7][CH2:6][N:5]([C:8]([O:10][C:11]([CH3:14])([CH3:13])[CH3:12])=[O:9])[CH2:4][CH2:3]1.[H-].[Na+].Cl[C:18]1[CH:23]=[C:22]([CH3:24])[N:21]=[CH:20][N:19]=1, predict the reaction product. The product is: [CH3:24][C:22]1[N:21]=[CH:20][N:19]=[C:18]([O:1][CH:2]2[CH2:3][CH2:4][N:5]([C:8]([O:10][C:11]([CH3:14])([CH3:13])[CH3:12])=[O:9])[CH2:6][CH2:7]2)[CH:23]=1. (7) Given the reactants [Si:1]([O:8][CH:9]([C:11]1[O:12][C:13](=[O:23])[C:14]2[C:19]([C:20]=1[CH:21]=O)=[CH:18][CH:17]=[CH:16][CH:15]=2)[CH3:10])([C:4]([CH3:7])([CH3:6])[CH3:5])([CH3:3])[CH3:2].[NH:24]1[CH2:29][CH2:28][O:27][CH2:26][CH2:25]1.C(O[BH-](OC(=O)C)OC(=O)C)(=O)C.[Na+].C(O)(=O)C, predict the reaction product. The product is: [Si:1]([O:8][CH:9]([C:11]1[O:12][C:13](=[O:23])[C:14]2[C:19]([C:20]=1[CH2:21][N:24]1[CH2:29][CH2:28][O:27][CH2:26][CH2:25]1)=[CH:18][CH:17]=[CH:16][CH:15]=2)[CH3:10])([C:4]([CH3:7])([CH3:5])[CH3:6])([CH3:3])[CH3:2]. (8) Given the reactants C(=O)([O-])[O-].[K+].[K+].C1(S([N:16]2[C:24]3[C:19](=[CH:20][CH:21]=[CH:22][CH:23]=3)[C:18]([C:25]3[C:29]([C:30]4[CH:35]=[CH:34][CH:33]=[CH:32][N:31]=4)=[N:28][N:27]4[CH2:36][CH2:37][CH2:38][C:26]=34)=[CH:17]2)(=O)=O)C=CC=CC=1.CO.O, predict the reaction product. The product is: [N:31]1[CH:32]=[CH:33][CH:34]=[CH:35][C:30]=1[C:29]1[C:25]([C:18]2[C:19]3[C:24](=[CH:23][CH:22]=[CH:21][CH:20]=3)[NH:16][CH:17]=2)=[C:26]2[CH2:38][CH2:37][CH2:36][N:27]2[N:28]=1. (9) Given the reactants [C:1]([C:4]1[CH:9]=[CH:8][CH:7]=[CH:6][CH:5]=1)(=[O:3])[CH3:2].[CH3:10][N:11]1[C:15]([CH:16]2[CH2:21][CH2:20][NH:19][CH2:18][CH2:17]2)=[CH:14][C:13]([CH3:22])=[N:12]1.[C:23](O)(C(F)(F)F)=O.C=O.[BH4-].[Na+].[NH4+].[Cl-], predict the reaction product. The product is: [CH3:10][N:11]1[C:15]([CH:16]2[CH2:21][CH2:20][N:19]([CH2:23][CH2:2][CH:1]([C:4]3[CH:9]=[CH:8][CH:7]=[CH:6][CH:5]=3)[OH:3])[CH2:18][CH2:17]2)=[CH:14][C:13]([CH3:22])=[N:12]1.